From a dataset of Full USPTO retrosynthesis dataset with 1.9M reactions from patents (1976-2016). Predict the reactants needed to synthesize the given product. (1) Given the product [CH3:74][O:73][C@@H:46]([CH2:47][C:48]1[C:56]2[CH:55]=[CH:54][S:53][C:52]=2[C:51]([O:57][CH2:58][CH2:59][C:60]2[N:61]=[C:62]([C:66]3[CH:67]=[CH:68][CH:69]=[CH:70][CH:71]=3)[O:63][C:64]=2[CH3:65])=[CH:50][CH:49]=1)[C:45]([OH:75])=[O:3], predict the reactants needed to synthesize it. The reactants are: C([O:3][C@@H](CC1C=CC(OCCC2N=C(C3C=CC=CC=3)OC=2C)=C(OC)C=1)C(O)=O)C.C([C@H]1COC(=O)N1[C:45](=[O:75])[C@@H:46]([O:73][CH3:74])[C@H:47](O)[C:48]1[C:56]2[CH:55]=[CH:54][S:53][C:52]=2[C:51]([O:57][CH2:58][CH2:59][C:60]2[N:61]=[C:62]([C:66]3[CH:71]=[CH:70][CH:69]=[CH:68][CH:67]=3)[O:63][C:64]=2[CH3:65])=[CH:50][CH:49]=1)C1C=CC=CC=1.C([SiH](CC)CC)C.C([C@H]1COC(=O)N1C(=O)[C@@H](OC)CC1C2C=CSC=2C(OCCC2N=C(C3C=CC=CC=3)OC=2C)=CC=1)C1C=CC=CC=1.[OH-].[Na+]. (2) Given the product [Br:14][C:12]1[CH:11]=[CH:10][C:9]([O:15][CH2:18][C:19]2[CH:24]=[CH:23][C:22]([N+:25]([O-:27])=[O:26])=[CH:21][CH:20]=2)=[C:8]([C:6]2([Cl:34])[NH:7][C:2]([NH2:1])=[N:3][CH:4]=[CH:5]2)[CH:13]=1, predict the reactants needed to synthesize it. The reactants are: [NH2:1][C:2]1[N:7]=[C:6]([C:8]2[CH:13]=[C:12]([Br:14])[CH:11]=[CH:10][C:9]=2[OH:15])[CH:5]=[C:4](Cl)[N:3]=1.Br[CH2:18][C:19]1[CH:24]=[CH:23][C:22]([N+:25]([O-:27])=[O:26])=[CH:21][CH:20]=1.C(=O)([O-])[O-].[Cs+].[Cs+].[ClH:34].O1CCOCC1. (3) Given the product [ClH:30].[NH2:13][C@@H:12]([CH2:11][OH:10])[C:21]([N:23]1[CH2:28][CH2:27][O:26][CH2:25][CH2:24]1)=[O:22], predict the reactants needed to synthesize it. The reactants are: FC(F)(F)C(O)=O.CC1(C)[N:13](C(OC(C)(C)C)=O)[C@H:12]([C:21]([N:23]2[CH2:28][CH2:27][O:26][CH2:25][CH2:24]2)=[O:22])[CH2:11][O:10]1.[Cl:30]CCl. (4) Given the product [Cl:1][C:2]1[CH:3]=[C:4]([C:8]#[C:9][C:10]2[CH2:14][C:13]3([CH:18]([O:35][CH3:36])[CH2:17][N:16]([C:19]([O:21][CH2:22][CH3:23])=[O:20])[CH2:15]3)[O:12][N:11]=2)[CH:5]=[CH:6][CH:7]=1, predict the reactants needed to synthesize it. The reactants are: [Cl:1][C:2]1[CH:3]=[C:4]([C:8]#[C:9][C:10]2[CH2:14][C:13]3([CH2:18][CH2:17][N:16]([C:19]([O:21][CH2:22][CH3:23])=[O:20])[CH2:15]3)[O:12][N:11]=2)[CH:5]=[CH:6][CH:7]=1.ClC1C=C(C#CC2C[C:36]3(CCNC3)[O:35]N=2)C=CC=1. (5) Given the product [C:20]([C:22]1[CH:27]=[CH:26][C:25]([NH:28][CH:29]([C:63]2[CH:68]=[C:67]([CH2:69][CH3:70])[CH:66]=[C:65]([O:71][C@H:74]3[CH2:78][CH2:77][O:76][CH2:75]3)[C:64]=2[F:72])[C:30]2[N:31]([C:44]([C:45]3[CH:50]=[CH:49][CH:48]=[CH:47][CH:46]=3)([C:51]3[CH:56]=[CH:55][CH:54]=[CH:53][CH:52]=3)[C:57]3[CH:58]=[CH:59][CH:60]=[CH:61][CH:62]=3)[CH:32]=[C:33]([C:35]3[CH:43]=[CH:42][CH:41]=[CH:40][C:36]=3[C:37]([NH2:39])=[O:38])[N:34]=2)=[CH:24][CH:23]=1)#[N:21], predict the reactants needed to synthesize it. The reactants are: C1(P(C2C=CC=CC=2)C2C=CC=CC=2)C=CC=CC=1.[C:20]([C:22]1[CH:27]=[CH:26][C:25]([NH:28][CH:29]([C:63]2[CH:68]=[C:67]([CH2:69][CH3:70])[CH:66]=[C:65]([OH:71])[C:64]=2[F:72])[C:30]2[N:31]([C:44]([C:57]3[CH:62]=[CH:61][CH:60]=[CH:59][CH:58]=3)([C:51]3[CH:56]=[CH:55][CH:54]=[CH:53][CH:52]=3)[C:45]3[CH:50]=[CH:49][CH:48]=[CH:47][CH:46]=3)[CH:32]=[C:33]([C:35]3[CH:43]=[CH:42][CH:41]=[CH:40][C:36]=3[C:37]([NH2:39])=[O:38])[N:34]=2)=[CH:24][CH:23]=1)#[N:21].O[C@@H:74]1[CH2:78][CH2:77][O:76][CH2:75]1. (6) Given the product [C:34]([N:60]1[CH2:61][C:58]([N:57]([CH2:56][C:53]2[CH:54]=[C:55]3[C:50](=[CH:51][C:52]=2[O:66][CH3:67])[N:49]=[CH:48][N:47]=[C:46]3[NH:45][C:41]2[CH:42]=[CH:43][CH:44]=[C:39]([Cl:38])[C:40]=2[F:68])[CH3:65])([C:62]([NH2:64])=[O:63])[CH2:59]1)(=[O:36])[CH3:35], predict the reactants needed to synthesize it. The reactants are: C(N(C(C)C)CC)(C)C.CN(C(ON1N=NC2C=CC=NC1=2)=[N+](C)C)C.F[P-](F)(F)(F)(F)F.[C:34](O)(=[O:36])[CH3:35].[Cl:38][C:39]1[C:40]([F:68])=[C:41]([NH:45][C:46]2[C:55]3[C:50](=[CH:51][C:52]([O:66][CH3:67])=[C:53]([CH2:56][N:57]([CH3:65])[C:58]4([C:62]([NH2:64])=[O:63])[CH2:61][NH:60][CH2:59]4)[CH:54]=3)[N:49]=[CH:48][N:47]=2)[CH:42]=[CH:43][CH:44]=1. (7) Given the product [N:30]([C@H:13]1[C@@H:12]([NH:11][C:9]([O:8][CH2:1][C:2]2[CH:7]=[CH:6][CH:5]=[CH:4][CH:3]=2)=[O:10])[CH2:17][CH2:16][N:15]([C:18]([O:20][C:21]([CH3:24])([CH3:23])[CH3:22])=[O:19])[CH2:14]1)=[N+:31]=[N-:32], predict the reactants needed to synthesize it. The reactants are: [CH2:1]([O:8][C:9]([NH:11][C@@H:12]1[CH2:17][CH2:16][N:15]([C:18]([O:20][C:21]([CH3:24])([CH3:23])[CH3:22])=[O:19])[CH2:14][C@H:13]1OS(C)(=O)=O)=[O:10])[C:2]1[CH:7]=[CH:6][CH:5]=[CH:4][CH:3]=1.[N-:30]=[N+:31]=[N-:32].[Na+]. (8) Given the product [CH:27]1([CH2:26][O:25][C:22]2[CH:21]=[CH:20][C:19]([S:16]([N:5]([CH2:4][C:3]([OH:30])=[O:2])[CH2:6][C:7]3[CH:8]=[CH:9][C:10]([N:13]([CH3:15])[CH3:14])=[CH:11][CH:12]=3)(=[O:18])=[O:17])=[CH:24][CH:23]=2)[CH2:29][CH2:28]1, predict the reactants needed to synthesize it. The reactants are: C[O:2][C:3](=[O:30])[CH2:4][N:5]([S:16]([C:19]1[CH:24]=[CH:23][C:22]([O:25][CH2:26][CH:27]2[CH2:29][CH2:28]2)=[CH:21][CH:20]=1)(=[O:18])=[O:17])[CH2:6][C:7]1[CH:12]=[CH:11][C:10]([N:13]([CH3:15])[CH3:14])=[CH:9][CH:8]=1.O.[OH-].[Li+].O.Cl.